From a dataset of Reaction yield outcomes from USPTO patents with 853,638 reactions. Predict the reaction yield, written as a fraction of the theoretical maximum amount of product (1.0 means a 100% yield; for example, 0.34 means a 34% yield). (1) The reactants are C(=O)([O-])[O-].[K+].[K+].[Br:7][C:8]1[CH:14]=[CH:13][C:11]([NH2:12])=[CH:10][CH:9]=1.Br[CH2:16][C:17]([O:19][CH3:20])=[O:18].C(OCC)(=O)C. The catalyst is CN(C=O)C.O. The product is [CH3:20][O:19][C:17](=[O:18])[CH2:16][NH:12][C:11]1[CH:13]=[CH:14][C:8]([Br:7])=[CH:9][CH:10]=1. The yield is 0.330. (2) The reactants are [C:1]([O:4][CH2:5][C@@H:6]1[C@@H:13]2[C@@H:9]([O:10][C:11]([CH3:15])([CH3:14])[O:12]2)[C@H:8]([N:16]2[CH:24]=[N:23][C:22]3[C:17]2=[N:18][CH:19]=[N:20][C:21]=3Br)[O:7]1)(=[O:3])[CH3:2].[N:26]1([C:31]2[CH:32]=[C:33](B(O)O)[CH:34]=[CH:35][CH:36]=2)[CH:30]=[CH:29][CH:28]=[N:27]1.P([O-])([O-])([O-])=O.[K+].[K+].[K+].ClCCl. The catalyst is C1C=CC(P(C2C=CC=CC=2)[C-]2C=CC=C2)=CC=1.C1C=CC(P(C2C=CC=CC=2)[C-]2C=CC=C2)=CC=1.Cl[Pd]Cl.[Fe+2]. The product is [C:1]([O:4][CH2:5][C@@H:6]1[C@@H:13]2[C@@H:9]([O:10][C:11]([CH3:15])([CH3:14])[O:12]2)[C@H:8]([N:16]2[CH:24]=[N:23][C:22]3[C:17]2=[N:18][CH:19]=[N:20][C:21]=3[C:35]2[CH:34]=[CH:33][CH:32]=[C:31]([N:26]3[CH:30]=[CH:29][CH:28]=[N:27]3)[CH:36]=2)[O:7]1)(=[O:3])[CH3:2]. The yield is 0.530. (3) The reactants are [CH:1]1([C:7]2[CH:12]=[CH:11][C:10]([C:13]3[NH:17][CH:16]=[C:15]([CH2:18][OH:19])[CH:14]=3)=[CH:9][CH:8]=2)[CH2:6][CH2:5][CH2:4][CH2:3][CH2:2]1.C[N+]1([O-])CCOCC1. The catalyst is C(#N)C.C(OCC)(=O)C.[Ru]([O-])(=O)(=O)=O.C([N+](CCC)(CCC)CCC)CC. The product is [CH:1]1([C:7]2[CH:12]=[CH:11][C:10]([C:13]3[NH:17][CH:16]=[C:15]([CH:18]=[O:19])[CH:14]=3)=[CH:9][CH:8]=2)[CH2:2][CH2:3][CH2:4][CH2:5][CH2:6]1. The yield is 0.530. (4) The reactants are [C:1]([NH:4][CH2:5][C:6]1[CH:7]=[C:8]([N:13]2[CH2:18][CH2:17][N:16]([C:19]([O:21][C:22]([CH3:25])([CH3:24])[CH3:23])=[O:20])[CH2:15][CH2:14]2)[CH:9]=[CH:10][C:11]=1[NH2:12])(=[O:3])C.NC1C=CC(N2CCN(C(OC(C)(C)C)=O)CC2)=CC=1CN.C1N=CN(C(N2C=NC=C2)=O)C=1. The catalyst is C1COCC1. The product is [O:3]=[C:1]1[NH:4][CH2:5][C:6]2[C:11](=[CH:10][CH:9]=[C:8]([N:13]3[CH2:18][CH2:17][N:16]([C:19]([O:21][C:22]([CH3:25])([CH3:23])[CH3:24])=[O:20])[CH2:15][CH2:14]3)[CH:7]=2)[NH:12]1. The yield is 0.330. (5) The reactants are C(Cl)(=O)C(Cl)=O.[Br:7][C:8]1[CH:13]=[CH:12][C:11]([CH2:14][CH2:15][C:16]([OH:18])=O)=[CH:10][CH:9]=1.[CH3:19][N:20](C=O)C.CN. The catalyst is C(Cl)Cl.C1COCC1.O. The product is [Br:7][C:8]1[CH:13]=[CH:12][C:11]([CH2:14][CH2:15][C:16]([NH:20][CH3:19])=[O:18])=[CH:10][CH:9]=1. The yield is 0.410. (6) The product is [F:1][C:2]1[C:12](=[O:13])[N:11]([CH3:14])[C:5]2[N:6]=[CH:7][N:8]([CH2:33][CH2:34][OH:35])[C:9](=[O:10])[C:4]=2[C:3]=1[NH:15][C:16]1[CH:21]=[CH:20][C:19]([I:22])=[CH:18][C:17]=1[F:23]. The yield is 0.380. The reactants are [F:1][C:2]1[C:12](=[O:13])[N:11]([CH3:14])[C:5]2[N:6]=[CH:7][NH:8][C:9](=[O:10])[C:4]=2[C:3]=1[NH:15][C:16]1[CH:21]=[CH:20][C:19]([I:22])=[CH:18][C:17]=1[F:23].[I-].[K+].C(=O)([O-])[O-].[Cs+].[Cs+].Br[CH2:33][CH2:34][OH:35]. The catalyst is CN(C=O)C.